From a dataset of Forward reaction prediction with 1.9M reactions from USPTO patents (1976-2016). Predict the product of the given reaction. Given the reactants [NH:1]1[CH:5]=[N:4][CH:3]=[N:2]1.[H-].[Na+].[Cl:8][C:9]1[CH:10]=[C:11]([C:16]2([C:30]([F:33])([F:32])[F:31])[CH2:20][CH2:19][N:18]([C:21]3[CH:22]=[CH:23][C:24](F)=[C:25]([CH:28]=3)[C:26]#[N:27])[CH2:17]2)[CH:12]=[C:13]([Cl:15])[CH:14]=1.O, predict the reaction product. The product is: [Cl:8][C:9]1[CH:10]=[C:11]([C:16]2([C:30]([F:32])([F:33])[F:31])[CH2:20][CH2:19][N:18]([C:21]3[CH:22]=[CH:23][C:24]([N:1]4[CH:5]=[N:4][CH:3]=[N:2]4)=[C:25]([CH:28]=3)[C:26]#[N:27])[CH2:17]2)[CH:12]=[C:13]([Cl:15])[CH:14]=1.